Dataset: Full USPTO retrosynthesis dataset with 1.9M reactions from patents (1976-2016). Task: Predict the reactants needed to synthesize the given product. (1) The reactants are: Cl[C:2]1[N:7]=[C:6]([C:8]2[N:12]3[CH:13]=[CH:14][CH:15]=[CH:16][C:11]3=[N:10][C:9]=2[C:17]2[CH:18]=[C:19]([CH:31]=[CH:32][CH:33]=2)[C:20]([NH:22][C:23]2[C:28]([F:29])=[CH:27][CH:26]=[CH:25][C:24]=2[F:30])=[O:21])[CH:5]=[CH:4][N:3]=1.[CH2:34]([O:36][C:37]1[CH:43]=[C:42]([CH2:44][CH2:45][N:46]2[CH2:51][CH2:50][N:49]([CH3:52])[CH2:48][CH2:47]2)[CH:41]=[CH:40][C:38]=1[NH2:39])[CH3:35].C1(C)C=CC(S(O)(=O)=O)=CC=1.C[O-].[Na+]. Given the product [F:30][C:24]1[CH:25]=[CH:26][CH:27]=[C:28]([F:29])[C:23]=1[NH:22][C:20](=[O:21])[C:19]1[CH:31]=[CH:32][CH:33]=[C:17]([C:9]2[N:10]=[C:11]3[CH:16]=[CH:15][CH:14]=[CH:13][N:12]3[C:8]=2[C:6]2[CH:5]=[CH:4][N:3]=[C:2]([NH:39][C:38]3[CH:40]=[CH:41][C:42]([CH2:44][CH2:45][N:46]4[CH2:47][CH2:48][N:49]([CH3:52])[CH2:50][CH2:51]4)=[CH:43][C:37]=3[O:36][CH2:34][CH3:35])[N:7]=2)[CH:18]=1, predict the reactants needed to synthesize it. (2) The reactants are: C(O)C.C(O)(=O)C.[CH3:8][N:9]([CH2:11][C:12]1[CH:13]=[C:14]([CH:43]=[CH:44][CH:45]=1)[CH2:15][N:16]1[CH2:25][CH2:24][C:23]2[C:18](=[CH:19][C:20]([N+:39]([O-])=O)=[C:21]([N:26]3[CH2:31][CH2:30][N:29]([C:32]4[CH:37]=[CH:36][CH:35]=[CH:34][C:33]=4[CH3:38])[CH2:28][CH2:27]3)[CH:22]=2)[C:17]1=[O:42])[CH3:10]. Given the product [NH2:39][C:20]1[CH:19]=[C:18]2[C:23]([CH2:24][CH2:25][N:16]([CH2:15][C:14]3[CH:43]=[CH:44][CH:45]=[C:12]([CH2:11][N:9]([CH3:10])[CH3:8])[CH:13]=3)[C:17]2=[O:42])=[CH:22][C:21]=1[N:26]1[CH2:27][CH2:28][N:29]([C:32]2[CH:37]=[CH:36][CH:35]=[CH:34][C:33]=2[CH3:38])[CH2:30][CH2:31]1, predict the reactants needed to synthesize it. (3) The reactants are: [CH2:1]([N:8]1[CH:16]=[C:15]2[C:10]([CH:11]=[C:12]([C:17]3[CH:18]=[C:19]([C:27]4[CH:32]=[CH:31][C:30]([CH2:33]Br)=[CH:29][CH:28]=4)[N:20]4[C:25]=3[C:24]([NH2:26])=[N:23][CH:22]=[N:21]4)[CH:13]=[CH:14]2)=[N:9]1)[C:2]1[CH:7]=[CH:6][CH:5]=[CH:4][CH:3]=1.[NH:35]1[CH2:40][CH2:39][CH2:38][CH2:37][CH2:36]1. Given the product [CH2:1]([N:8]1[CH:16]=[C:15]2[C:10]([CH:11]=[C:12]([C:17]3[CH:18]=[C:19]([C:27]4[CH:32]=[CH:31][C:30]([CH2:33][N:35]5[CH2:40][CH2:39][CH2:38][CH2:37][CH2:36]5)=[CH:29][CH:28]=4)[N:20]4[C:25]=3[C:24]([NH2:26])=[N:23][CH:22]=[N:21]4)[CH:13]=[CH:14]2)=[N:9]1)[C:2]1[CH:7]=[CH:6][CH:5]=[CH:4][CH:3]=1, predict the reactants needed to synthesize it. (4) The reactants are: [S:1]1[CH:5]=[CH:4][CH:3]=[C:2]1[S:6]([NH:9][C:10]1[CH:11]=[C:12]([O:30][C:31]([F:34])([F:33])[F:32])[CH:13]=[C:14]2[C:18]=1[NH:17][C:16]([C:19]1[S:20][CH:21]([CH2:24][C:25]([O:27]CC)=[O:26])[CH2:22][N:23]=1)=[CH:15]2)(=[O:8])=[O:7].[OH-].[Na+].O1CCCC1.C(O)(=O)CC(CC(O)=O)(C(O)=O)O. Given the product [S:1]1[CH:5]=[CH:4][CH:3]=[C:2]1[S:6]([NH:9][C:10]1[CH:11]=[C:12]([O:30][C:31]([F:32])([F:34])[F:33])[CH:13]=[C:14]2[C:18]=1[NH:17][C:16]([C:19]1[S:20][CH:21]([CH2:24][C:25]([OH:27])=[O:26])[CH2:22][N:23]=1)=[CH:15]2)(=[O:7])=[O:8], predict the reactants needed to synthesize it. (5) Given the product [CH2:1]([O:3][C:4]([CH:6]1[CH2:10][CH2:9][N:8]([C:15](=[O:16])[C:14]2[CH:18]=[CH:19][CH:20]=[CH:21][C:13]=2[O:12][CH3:11])[CH2:7]1)=[O:5])[CH3:2], predict the reactants needed to synthesize it. The reactants are: [CH2:1]([O:3][C:4]([CH:6]1[CH2:10][CH2:9][NH:8][CH2:7]1)=[O:5])[CH3:2].[CH3:11][O:12][C:13]1[CH:21]=[CH:20][CH:19]=[CH:18][C:14]=1[C:15](Cl)=[O:16]. (6) Given the product [Cl:1][C:2]1[C:3]2[C:4](=[O:5])[NH:20][N:21]=[C:13]([CH3:18])[C:8]=2[CH:9]=[C:10]([Cl:12])[N:11]=1, predict the reactants needed to synthesize it. The reactants are: [Cl:1][C:2]1[N:11]=[C:10]([Cl:12])[CH:9]=[C:8]([C:13]2([CH3:18])OCCO2)[C:3]=1[C:4](OC)=[O:5].Cl.[NH2:20][NH2:21].Cl.